The task is: Token-level Classification. Given an antibody amino acid sequence, predict which amino acid positions are active in antigen binding. Output is a list of indices for active paratope positions.. This data is from Antibody paratope prediction from SAbDab with 1,023 antibody chains. (1) Given the antibody sequence: QIQLVQSGPELKKPGETVKISCKASGYTFTNYGMNLVKQAPGKGFEWMGWINTFTGEPTYADDFKGRFVFSLDTSASTAYLQINNLKNEDTATYFFTRGTDYWGQGTTLTVSS, which amino acid positions are active in antigen binding (paratope)? The paratope positions are: [52, 83, 84, 85]. (2) Given the antibody sequence: NFMLTQPHSVSESPGKTVTISCTRSSGSLANYYVQWYQQRPGSSPTIVIFANNQRPSGVPDRFSGSIDSSSNSASLTISGLKTEDEADYYCQTYDPYSVVFGGGTKLTVL, which amino acid positions are active in antigen binding (paratope)? The paratope positions are: [29, 30, 67, 68]. (3) Given the antibody sequence: QVQLVQSGAEVRKPGASVKVSCKASGYSLKDHYMVWVRQAPGQGLEWMGWINPQSGGTGYGQKFQGRVTMTRDTSTNTAYMILSSLRSDDTAVYFCARDGAKTVSNSGLSLLYYHNRLDAWGQGTMVTVSS, which amino acid positions are active in antigen binding (paratope)? The paratope positions are: [52, 83, 84, 85, 104, 105, 106, 107, 108, 109, 110, 111, 112, 113, 114, 115, 116, 117]. (4) Given the antibody sequence: DVVMTQTPLSLPVSLGDQASISCRSSQSLVHSNGNTYLHWYLQKPGQSPNLLIYKVSNRFSGVPDRFSGSGSGTDFTLKISRVEAEDLGVYFCSQGTHVPYTFGGGTKLEIK, which amino acid positions are active in antigen binding (paratope)? The paratope positions are: [30, 31, 32, 33, 34]. (5) Given the antibody sequence: DIVMTQTPLSLPVTPGEPASISCRSSKSLLHSNGITYLYWYLQKPGQSPQLLIYQMSNLVSGVPDRFSGSGSGTDFTLKISRVEAEDVGVYYCAQNLELPYTFGGGTKVEIK, which amino acid positions are active in antigen binding (paratope)? The paratope positions are: [30, 31, 32, 33, 34]. (6) Given the antibody sequence: EVQLQESGAELMKPGASVKISCKATGYTFTTYWIEWIKQRPGHSLEWIGEILPGSDSTYYNEKVKGKVTFTADASSNTAYMQLSSLTSEDSAVYYCARGDGFYVYWGQGTTLTVSS, which amino acid positions are active in antigen binding (paratope)? The paratope positions are: [52, 83, 84, 85]. (7) Given the antibody sequence: QVQLVESGGGVVQPGRSLRLSCAASGFTFSSYGMHWVRQAPGKGLEWVAVMYYDGSNKDYVDSVKGRFTISRDNSKNTLYLQMNRLRAEDTAVYYCAREKDHYDILTGYNYYYGLDVWGQGTTVTVSS, which amino acid positions are active in antigen binding (paratope)? The paratope positions are: [52, 83, 84, 85, 104, 105, 106, 107, 108, 109, 110, 111, 112, 113, 114]. (8) Given the antibody sequence: QVQLEESGAELARPGSSVKLSCKASGYTFTNYWLQWVKQRTGQGLEWIGAIYPRDGDAKYSQKFKDKASLTVNESSSTAYMHLSALASEDSAVYYCARANYGLYYAMDRWGQGTSVTVSS, which amino acid positions are active in antigen binding (paratope)? The paratope positions are: [52, 83, 84, 85, 104, 105, 106].